This data is from Forward reaction prediction with 1.9M reactions from USPTO patents (1976-2016). The task is: Predict the product of the given reaction. Given the reactants C[C:2]1[C:10]([C:11](=[O:13])[CH3:12])=[CH:9][C:8]([S:14]([CH3:17])(=[O:16])=[O:15])=[CH:7][C:3]=1[C:4]([OH:6])=O.CN(C(ON1N=NC2C=CC=NC1=2)=[N+](C)C)C.F[P-](F)(F)(F)(F)F.CCN(C(C)C)C(C)C.[CH3:51][O:52][C:53]1[CH:54]=[C:55]([CH:79]=[CH:80][CH:81]=1)[CH2:56][N:57]([CH2:65][C@@H:66]([OH:78])[C@@H:67]([NH2:77])[CH2:68][C:69]1[CH:74]=[C:73]([F:75])[CH:72]=[C:71]([F:76])[CH:70]=1)[C:58](=[O:64])[O:59][C:60]([CH3:63])([CH3:62])[CH3:61], predict the reaction product. The product is: [CH3:51][O:52][C:53]1[CH:54]=[C:55]([CH:79]=[CH:80][CH:81]=1)[CH2:56][N:57]([CH2:65][C@@H:66]([OH:78])[C@@H:67]([NH:77][C:4](=[O:6])[C:3]1[CH:7]=[C:8]([S:14]([CH3:17])(=[O:15])=[O:16])[CH:9]=[C:10]([C:11](=[O:13])[CH3:12])[CH:2]=1)[CH2:68][C:69]1[CH:70]=[C:71]([F:76])[CH:72]=[C:73]([F:75])[CH:74]=1)[C:58](=[O:64])[O:59][C:60]([CH3:63])([CH3:61])[CH3:62].